From a dataset of Full USPTO retrosynthesis dataset with 1.9M reactions from patents (1976-2016). Predict the reactants needed to synthesize the given product. Given the product [C:8]([O:12][C:13](=[O:35])[CH2:14][N:15]1[C:19]2[CH:20]=[CH:21][C:22]([N:24]([CH2:25][C:26]3[CH:27]=[CH:28][CH:29]=[CH:30][CH:31]=3)[C:4](=[O:5])[CH2:3][CH:2]([CH3:7])[CH3:1])=[CH:23][C:18]=2[N:17]=[C:16]1[CH2:32][CH2:33][CH3:34])([CH3:11])([CH3:10])[CH3:9], predict the reactants needed to synthesize it. The reactants are: [CH3:1][CH:2]([CH3:7])[CH2:3][C:4](Cl)=[O:5].[C:8]([O:12][C:13](=[O:35])[CH2:14][N:15]1[C:19]2[CH:20]=[CH:21][C:22]([NH:24][CH2:25][C:26]3[CH:31]=[CH:30][CH:29]=[CH:28][CH:27]=3)=[CH:23][C:18]=2[N:17]=[C:16]1[CH2:32][CH2:33][CH3:34])([CH3:11])([CH3:10])[CH3:9].CCN(C(C)C)C(C)C.